This data is from Reaction yield outcomes from USPTO patents with 853,638 reactions. The task is: Predict the reaction yield, written as a fraction of the theoretical maximum amount of product (1.0 means a 100% yield; for example, 0.34 means a 34% yield). The catalyst is O. The product is [C:8]([C:6]1[C:5]([F:11])=[CH:4][C:3]2[O:12][CH2:20][C:21](=[O:23])[NH:1][C:2]=2[CH:7]=1)(=[O:10])[CH3:9]. The reactants are [NH2:1][C:2]1[C:3]([OH:12])=[CH:4][C:5]([F:11])=[C:6]([C:8](=[O:10])[CH3:9])[CH:7]=1.C([O-])(O)=O.[Na+].CC(C)[CH2:20][C:21](=[O:23])C.ClCC(Cl)=O. The yield is 0.740.